Dataset: Reaction yield outcomes from USPTO patents with 853,638 reactions. Task: Predict the reaction yield, written as a fraction of the theoretical maximum amount of product (1.0 means a 100% yield; for example, 0.34 means a 34% yield). (1) The reactants are [H-].[Na+].[CH:3]1([NH:9][C:10]2[C:15]([C:16]([O:18][CH2:19][CH3:20])=[O:17])=[CH:14][N:13]=[C:12]3[NH:21][CH:22]=[CH:23][C:11]=23)[CH2:8][CH2:7][CH2:6][CH2:5][CH2:4]1.[CH3:24][Si:25]([CH2:28][CH2:29][O:30][CH2:31]Cl)([CH3:27])[CH3:26]. The yield is 1.00. The catalyst is CN(C=O)C. The product is [CH:3]1([NH:9][C:10]2[C:15]([C:16]([O:18][CH2:19][CH3:20])=[O:17])=[CH:14][N:13]=[C:12]3[N:21]([CH2:31][O:30][CH2:29][CH2:28][Si:25]([CH3:27])([CH3:26])[CH3:24])[CH:22]=[CH:23][C:11]=23)[CH2:4][CH2:5][CH2:6][CH2:7][CH2:8]1. (2) The product is [Cl:21][C:15]1[CH:16]=[C:17]([Cl:20])[CH:18]=[CH:19][C:14]=1[C:12]1[N:11]=[C:10](/[CH:22]=[CH:23]/[C:24]2[CH:29]=[CH:28][C:27]([O:30][CH2:34][CH2:35][CH2:36][C:37]([F:40])([F:39])[F:38])=[CH:26][CH:25]=2)[N:9]([CH2:8][C:7]2[CH:31]=[CH:32][C:4]([NH2:1])=[CH:5][CH:6]=2)[CH:13]=1. No catalyst specified. The reactants are [N+:1]([C:4]1[CH:32]=[CH:31][C:7]([CH2:8][N:9]2[CH:13]=[C:12]([C:14]3[CH:19]=[CH:18][C:17]([Cl:20])=[CH:16][C:15]=3[Cl:21])[N:11]=[C:10]2/[CH:22]=[CH:23]/[C:24]2[CH:29]=[CH:28][C:27]([OH:30])=[CH:26][CH:25]=2)=[CH:6][CH:5]=1)([O-])=O.Br[CH2:34][CH2:35][CH2:36][C:37]([F:40])([F:39])[F:38]. The yield is 0.640. (3) The reactants are [N:1]1[C:14]2[C:5](=[C:6]3[C:11](=[CH:12][CH:13]=2)[CH2:10][CH2:9][C@H:8]([CH2:15]OS(C2C=CC(C)=CC=2)(=O)=O)[O:7]3)[CH:4]=[CH:3][CH:2]=1.[F:27][C:28]1[CH:29]=[C:30]2[C:34](=[CH:35][CH:36]=1)[NH:33][CH:32]=[C:31]2[C:37]1[CH2:38][CH2:39][NH:40][CH2:41][CH:42]=1.C(Cl)(Cl)Cl. The catalyst is CS(C)=O. The product is [F:27][C:28]1[CH:29]=[C:30]2[C:34](=[CH:35][CH:36]=1)[NH:33][CH:32]=[C:31]2[C:37]1[CH2:38][CH2:39][N:40]([CH2:15][C@H:8]2[CH2:9][CH2:10][C:11]3[C:6](=[C:5]4[C:14](=[CH:13][CH:12]=3)[N:1]=[CH:2][CH:3]=[CH:4]4)[O:7]2)[CH2:41][CH:42]=1. The yield is 0.550.